This data is from Full USPTO retrosynthesis dataset with 1.9M reactions from patents (1976-2016). The task is: Predict the reactants needed to synthesize the given product. (1) Given the product [N+:19]([C:6]1[CH:5]=[C:4]([O:3][C:2]([F:11])([F:12])[F:1])[CH:9]=[CH:8][C:7]=1[OH:10])([O-:20])=[O:18], predict the reactants needed to synthesize it. The reactants are: [F:1][C:2]([F:12])([F:11])[O:3][C:4]1[CH:9]=[CH:8][C:7]([OH:10])=[CH:6][CH:5]=1.F[B-](F)(F)F.[O:18]=[N+:19]=[O:20].S1(CCCC1)(=O)=O. (2) Given the product [CH:40]1[C:33]([OH:34])=[CH:35][C:36]2[O:37][C:4]([CH:5]=[C:6]([CH2:7][CH2:8][C@@H:9]([NH2:20])[C:10]([OH:12])=[O:11])[C:38]=2[CH:39]=1)=[O:3], predict the reactants needed to synthesize it. The reactants are: C([O:3][C:4](=O)[CH2:5][C:6](=O)[CH2:7][CH2:8][C@H:9]([NH:20]C(OCC1C=CC=CC=1)=O)[C:10]([O:12]CC1C=CC=CC=1)=[O:11])C.[C:33]1([CH:40]=[CH:39][CH:38]=[C:36]([OH:37])[CH:35]=1)[OH:34].CCOCC.C(O)(C(F)(F)F)=O.